This data is from Catalyst prediction with 721,799 reactions and 888 catalyst types from USPTO. The task is: Predict which catalyst facilitates the given reaction. Reactant: [OH:1][C@@H:2]([C@H:4]1[C:10](=[O:11])[N:9]2[C@@H:5]1[CH2:6][C:7]([C:15]1[CH:20]=[CH:19][C:18]([O:21][CH3:22])=[CH:17][CH:16]=1)=[C:8]2[C:12]([O-:14])=[O:13])[CH3:3].[Na+].[C:24]([O:30][CH2:31]I)(=[O:29])[C:25]([CH3:28])([CH3:27])[CH3:26].C(OCC)(=O)C. The catalyst class is: 3. Product: [OH:1][C@@H:2]([C@H:4]1[C:10](=[O:11])[N:9]2[C@@H:5]1[CH2:6][C:7]([C:15]1[CH:16]=[CH:17][C:18]([O:21][CH3:22])=[CH:19][CH:20]=1)=[C:8]2[C:12]([O:14][CH2:31][O:30][C:24](=[O:29])[C:25]([CH3:28])([CH3:27])[CH3:26])=[O:13])[CH3:3].